This data is from Retrosynthesis with 50K atom-mapped reactions and 10 reaction types from USPTO. The task is: Predict the reactants needed to synthesize the given product. (1) Given the product N[C@H]1CCCOCC=C[C@@H]2C[C@@]2(C(=O)NS(=O)(=O)C2CC2)NC(=O)[C@@H]2C[C@@H](OC(=O)N3Cc4cccc(Cl)c4C3)CN2C1=O, predict the reactants needed to synthesize it. The reactants are: CC(C)(C)OC(=O)N[C@H]1CCCOCC=C[C@@H]2C[C@@]2(C(=O)NS(=O)(=O)C2CC2)NC(=O)[C@@H]2C[C@@H](OC(=O)N3Cc4cccc(Cl)c4C3)CN2C1=O. (2) Given the product Cc1cccc(N2CCN(CCCc3cc(-c4ccccc4)n(-c4ccccc4)n3)CC2C)c1, predict the reactants needed to synthesize it. The reactants are: Cc1cccc(N2CCNCC2C)c1.O=CCCc1cc(-c2ccccc2)n(-c2ccccc2)n1. (3) The reactants are: CC(C)(C)OC(=O)OC(=O)OC(C)(C)C.CCOC(=O)CNCCCn1c(-c2ccc(F)cc2)csc1=Nc1ccc(Cl)cc1OC. Given the product CCOC(=O)CN(CCCn1c(-c2ccc(F)cc2)csc1=Nc1ccc(Cl)cc1OC)C(=O)OC(C)(C)C, predict the reactants needed to synthesize it. (4) Given the product N#Cc1ccc(C2OCCO2)cc1, predict the reactants needed to synthesize it. The reactants are: N#Cc1ccc(C=O)cc1.OCCO. (5) Given the product CCCC(C(=O)OC)c1c(C)nc(N2CCN(C)CC2)nc1-c1ccc(C)cc1, predict the reactants needed to synthesize it. The reactants are: CCCC(C(=O)OC)c1c(C)nc(Cl)nc1-c1ccc(C)cc1.CN1CCNCC1.